This data is from Full USPTO retrosynthesis dataset with 1.9M reactions from patents (1976-2016). The task is: Predict the reactants needed to synthesize the given product. (1) Given the product [NH:10]1[C:11]2[C:12](=[N:13][CH:14]=[CH:15][CH:16]=2)[N:17]=[C:9]1[C:4]1[C:5]([NH2:8])=[N:6][CH:7]=[C:2]([C:22]2[CH:21]=[N:20][N:19]([CH3:18])[CH:23]=2)[CH:3]=1, predict the reactants needed to synthesize it. The reactants are: Br[C:2]1[CH:3]=[C:4]([C:9]2[NH:10][C:11]3[C:12]([N:17]=2)=[N:13][CH:14]=[CH:15][CH:16]=3)[C:5]([NH2:8])=[N:6][CH:7]=1.[CH3:18][N:19]1[CH:23]=[C:22](B2OC(C)(C)C(C)(C)O2)[CH:21]=[N:20]1.C(=O)([O-])[O-].[Na+].[Na+]. (2) Given the product [CH3:19][NH:20][C:21]1[CH:26]=[C:25]([C:2]2[CH:3]=[CH:4][C:5]3[N:6]([C:8]([C:11]4[CH:18]=[CH:17][C:14]([C:15]#[N:16])=[CH:13][CH:12]=4)=[CH:9][N:10]=3)[CH:7]=2)[CH:24]=[CH:23][C:22]=1[C:36]([N:38]1[CH2:43][CH2:42][O:41][CH2:40][CH2:39]1)=[O:37], predict the reactants needed to synthesize it. The reactants are: Br[C:2]1[CH:3]=[CH:4][C:5]2[N:6]([C:8]([C:11]3[CH:18]=[CH:17][C:14]([C:15]#[N:16])=[CH:13][CH:12]=3)=[CH:9][N:10]=2)[CH:7]=1.[CH3:19][NH:20][C:21]1[CH:26]=[C:25](B2OC(C)(C)C(C)(C)O2)[CH:24]=[CH:23][C:22]=1[C:36]([N:38]1[CH2:43][CH2:42][O:41][CH2:40][CH2:39]1)=[O:37].[O-]P([O-])([O-])=O.[K+].[K+].[K+]. (3) Given the product [F:3][C:4]([CH3:10])([CH3:9])[C:5](=[O:6])[CH2:12][C:11]#[N:13], predict the reactants needed to synthesize it. The reactants are: [H-].[Na+].[F:3][C:4]([CH3:10])([CH3:9])[C:5](OC)=[O:6].[C:11](#[N:13])[CH3:12].Cl. (4) Given the product [C:26]([O:29][CH2:30][C:31]1[C:32]([N:46]2[CH2:57][CH2:56][N:55]3[C:48](=[CH:49][C:50]4[CH2:51][C:52]([CH3:59])([CH3:58])[CH2:53][C:54]=43)[C:47]2=[O:60])=[N:33][CH:34]=[CH:35][C:36]=1[C:2]1[CH:3]=[C:4]([NH:10][C:11]2[CH:16]=[CH:15][C:14]([C:17]([N:19]3[CH2:24][CH2:23][O:22][CH2:21][C@@H:20]3[CH3:25])=[O:18])=[CH:13][N:12]=2)[C:5](=[O:9])[N:6]([CH3:8])[CH:7]=1)(=[O:28])[CH3:27], predict the reactants needed to synthesize it. The reactants are: Br[C:2]1[CH:3]=[C:4]([NH:10][C:11]2[CH:16]=[CH:15][C:14]([C:17]([N:19]3[CH2:24][CH2:23][O:22][CH2:21][C@@H:20]3[CH3:25])=[O:18])=[CH:13][N:12]=2)[C:5](=[O:9])[N:6]([CH3:8])[CH:7]=1.[C:26]([O:29][CH2:30][C:31]1[C:32]([N:46]2[CH2:57][CH2:56][N:55]3[C:48](=[CH:49][C:50]4[CH2:51][C:52]([CH3:59])([CH3:58])[CH2:53][C:54]=43)[C:47]2=[O:60])=[N:33][CH:34]=[CH:35][C:36]=1B1OC(C)(C)C(C)(C)O1)(=[O:28])[CH3:27].[O-]P([O-])([O-])=O.[K+].[K+].[K+].C([O-])(=O)C.[Na+].